Dataset: Catalyst prediction with 721,799 reactions and 888 catalyst types from USPTO. Task: Predict which catalyst facilitates the given reaction. (1) Product: [ClH:12].[Cl:12][CH2:5][C:4]([CH3:8])([CH3:7])[CH2:3][N:2]([CH3:9])[CH3:1]. The catalyst class is: 588. Reactant: [CH3:1][N:2]([CH3:9])[CH2:3][C:4]([CH3:8])([CH3:7])[CH2:5]O.S(Cl)([Cl:12])=O. (2) The catalyst class is: 2. Reactant: [F:1][C:2]([F:8])([F:7])[CH2:3][CH2:4][CH:5]=O.FC(F)(F)C(O)=O.[NH2:16][C:17]1[CH:25]=[CH:24][C:23]([F:26])=[CH:22][C:18]=1[C:19]([OH:21])=[O:20].C(O[BH-](OC(=O)C)OC(=O)C)(=O)C.[Na+]. Product: [F:26][C:23]1[CH:24]=[CH:25][C:17]([NH:16][CH2:5][CH2:4][CH2:3][C:2]([F:8])([F:7])[F:1])=[C:18]([CH:22]=1)[C:19]([OH:21])=[O:20].